From a dataset of Forward reaction prediction with 1.9M reactions from USPTO patents (1976-2016). Predict the product of the given reaction. (1) The product is: [NH2:5][C:6]1[C:15]2[N:16]=[C:17]([CH2:22][CH2:23][CH2:24][CH3:25])[N:18]([CH2:19][CH2:20][NH:21][C:1](=[O:3])[CH3:2])[C:14]=2[C:13]2[N:12]=[CH:11][CH:10]=[CH:9][C:8]=2[N:7]=1. Given the reactants [C:1](Cl)(=[O:3])[CH3:2].[NH2:5][C:6]1[C:15]2[N:16]=[C:17]([CH2:22][CH2:23][CH2:24][CH3:25])[N:18]([CH2:19][CH2:20][NH2:21])[C:14]=2[C:13]2[N:12]=[CH:11][CH:10]=[CH:9][C:8]=2[N:7]=1, predict the reaction product. (2) The product is: [ClH:53].[C:22]1([N:32]2[CH2:37][CH2:36][NH:35][CH2:34][C:33]2=[O:48])[C:31]2[C:26](=[CH:27][CH:28]=[CH:29][CH:30]=2)[CH:25]=[CH:24][CH:23]=1. Given the reactants CC1C=CC=CC=1N1CCN(C(OC(C)(C)C)=O)CC1=O.[C:22]1([N:32]2[CH2:37][CH2:36][N:35](C(OCC3C=CC=CC=3)=O)[CH2:34][C:33]2=[O:48])[C:31]2[C:26](=[CH:27][CH:28]=[CH:29][CH:30]=2)[CH:25]=[CH:24][CH:23]=1.C(O)(=O)C.[ClH:53], predict the reaction product.